Dataset: Forward reaction prediction with 1.9M reactions from USPTO patents (1976-2016). Task: Predict the product of the given reaction. (1) The product is: [CH2:1]([O:8][C:9]1[CH:14]=[CH:13][C:12]([N:15]([CH3:57])[C:16]([C:18]2[CH:19]=[C:20]([C:25]3[CH:26]=[C:27]4[C:32](=[CH:33][C:34]=3[C:35]([N:37]3[C@H:46]([CH2:47][N:48]5[CH2:53][CH2:52][O:51][CH2:50][CH2:49]5)[CH2:45][C:44]5[C:39](=[CH:40][CH:41]=[CH:42][CH:43]=5)[CH2:38]3)=[O:36])[CH2:31][N:30]([C:54]([O:64][C:65]3[CH:80]=[CH:79][CH:78]=[C:67]([C:68]([O:70][CH2:71][C:72]5[CH:73]=[CH:74][CH:75]=[CH:76][CH:77]=5)=[O:69])[CH:66]=3)=[O:55])[CH2:29][CH2:28]4)[N:21]([CH3:24])[C:22]=2[CH3:23])=[O:17])=[CH:11][CH:10]=1)[C:2]1[CH:7]=[CH:6][CH:5]=[CH:4][CH:3]=1. Given the reactants [CH2:1]([O:8][C:9]1[CH:14]=[CH:13][C:12]([N:15]([CH3:57])[C:16]([C:18]2[CH:19]=[C:20]([C:25]3[CH:26]=[C:27]4[C:32](=[CH:33][C:34]=3[C:35]([N:37]3[C@H:46]([CH2:47][N:48]5[CH2:53][CH2:52][O:51][CH2:50][CH2:49]5)[CH2:45][C:44]5[C:39](=[CH:40][CH:41]=[CH:42][CH:43]=5)[CH2:38]3)=[O:36])[CH2:31][N:30]([C:54](Cl)=[O:55])[CH2:29][CH2:28]4)[N:21]([CH3:24])[C:22]=2[CH3:23])=[O:17])=[CH:11][CH:10]=1)[C:2]1[CH:7]=[CH:6][CH:5]=[CH:4][CH:3]=1.C(=O)([O-])[O-].[K+].[K+].[OH:64][C:65]1[CH:66]=[C:67]([CH:78]=[CH:79][CH:80]=1)[C:68]([O:70][CH2:71][C:72]1[CH:77]=[CH:76][CH:75]=[CH:74][CH:73]=1)=[O:69], predict the reaction product. (2) Given the reactants [Cl:1][C:2]1[CH:9]=[CH:8][C:7]([S:10]([N:13]2[CH2:18][CH2:17][CH2:16][CH2:15][CH2:14]2)(=[O:12])=[O:11])=[CH:6][C:3]=1[CH:4]=O.CC([O-])=O.[Na+].Cl.[C:25]([O:29][C:30](=[O:33])[CH2:31][NH2:32])([CH3:28])([CH3:27])[CH3:26].[BH3-]C#N.[Na+], predict the reaction product. The product is: [C:25]([O:29][C:30](=[O:33])[CH2:31][NH:32][CH2:4][C:3]1[CH:6]=[C:7]([S:10]([N:13]2[CH2:18][CH2:17][CH2:16][CH2:15][CH2:14]2)(=[O:12])=[O:11])[CH:8]=[CH:9][C:2]=1[Cl:1])([CH3:28])([CH3:27])[CH3:26].